Predict the product of the given reaction. From a dataset of Forward reaction prediction with 1.9M reactions from USPTO patents (1976-2016). (1) Given the reactants [CH3:1][O:2][CH2:3][CH2:4][O:5][CH2:6][CH2:7][O:8][CH2:9][CH2:10][O:11][C:12]1[CH:17]=[C:16]([N+:18]([O-])=O)[CH:15]=[CH:14][C:13]=1[C:21]1[S:22][C:23]2[CH:29]=[CH:28][CH:27]=[CH:26][C:24]=2[N:25]=1.O.O.[Sn](Cl)Cl.CCOC(C)=O, predict the reaction product. The product is: [S:22]1[C:23]2[CH:29]=[CH:28][CH:27]=[CH:26][C:24]=2[N:25]=[C:21]1[C:13]1[CH:14]=[CH:15][C:16]([NH2:18])=[CH:17][C:12]=1[O:11][CH2:10][CH2:9][O:8][CH2:7][CH2:6][O:5][CH2:4][CH2:3][O:2][CH3:1]. (2) Given the reactants C([O:3][C:4]1[CH:5]=[C:6]([C@H:11]([N:17]2[C:25](=[O:26])[C:24]3[C:19](=[CH:20][CH:21]=[CH:22][C:23]=3[NH:27][C:28](=[O:30])[CH3:29])[C:18]2=[O:31])[CH2:12][S:13]([CH3:16])(=[O:15])=[O:14])[CH:7]=[CH:8][C:9]=1[OH:10])C.[Al+3].[Cl-].[Cl-].[Cl-], predict the reaction product. The product is: [OH:3][C:4]1[CH:5]=[C:6]([C@H:11]([N:17]2[C:25](=[O:26])[C:24]3[C:19](=[CH:20][CH:21]=[CH:22][C:23]=3[NH:27][C:28](=[O:30])[CH3:29])[C:18]2=[O:31])[CH2:12][S:13]([CH3:16])(=[O:14])=[O:15])[CH:7]=[CH:8][C:9]=1[OH:10]. (3) Given the reactants [Cl:1][C:2]1[CH:9]=[CH:8][C:5]([CH2:6]Cl)=[CH:4][CH:3]=1.[OH:10][C:11]1[CH:12]=[C:13]([CH:16]=[CH:17][C:18]=1[O:19][CH2:20][C:21]1[CH:26]=[CH:25][C:24]([O:27][CH3:28])=[CH:23][CH:22]=1)[CH:14]=[O:15].C(=O)([O-])[O-].[K+].[K+], predict the reaction product. The product is: [Cl:1][C:2]1[CH:9]=[CH:8][C:5]([CH2:6][O:10][C:11]2[CH:12]=[C:13]([CH:16]=[CH:17][C:18]=2[O:19][CH2:20][C:21]2[CH:26]=[CH:25][C:24]([O:27][CH3:28])=[CH:23][CH:22]=2)[CH:14]=[O:15])=[CH:4][CH:3]=1. (4) The product is: [CH3:20][O:21][C:9](=[O:14])[C:8]([NH2:12])([C:3]1[CH:4]=[CH:5][CH:6]=[CH:7][C:2]=1[F:1])[CH3:15]. Given the reactants [F:1][C:2]1[CH:7]=[CH:6][CH:5]=[CH:4][C:3]=1[C:8]1([CH3:15])[NH:12]C(=O)N[C:9]1=[O:14].[OH-].[Na+].NC(C1C=CC=CC=1F)(C)[C:20](O)=[O:21].S(Cl)(Cl)=O, predict the reaction product. (5) The product is: [CH3:1][O:2][C:3](=[O:13])[CH2:4][CH2:5][C:6]([C:15](=[O:17])[CH3:16])([C:7](=[O:9])[CH3:8])[C:10](=[O:12])[CH3:11]. Given the reactants [CH3:1][O:2][C:3](=[O:13])[CH2:4][CH2:5][CH:6]([C:10](=[O:12])[CH3:11])[C:7](=[O:9])[CH3:8].[Na].[C:15](Cl)(=[O:17])[CH3:16], predict the reaction product. (6) Given the reactants [CH:1]1([O:6][CH2:7][C:8]2[CH:13]=[CH:12][C:11]([O:14][CH3:15])=[CH:10][CH:9]=2)[CH2:5][CH:4]=[CH:3][CH2:2]1.ClC1C=C(C(OO)=[O:24])C=CC=1, predict the reaction product. The product is: [CH3:15][O:14][C:11]1[CH:10]=[CH:9][C:8]([CH2:7][O:6][CH:1]2[CH2:5][CH:4]3[CH:3]([O:24]3)[CH2:2]2)=[CH:13][CH:12]=1. (7) Given the reactants [Cl:1][C:2]1[CH:3]=[N:4][CH:5]=[C:6]([Cl:10])[C:7]=1[CH:8]=[O:9].[BH4-].[Na+].O, predict the reaction product. The product is: [Cl:1][C:2]1[CH:3]=[N:4][CH:5]=[C:6]([Cl:10])[C:7]=1[CH2:8][OH:9].